From a dataset of Catalyst prediction with 721,799 reactions and 888 catalyst types from USPTO. Predict which catalyst facilitates the given reaction. (1) Reactant: [C:1]([O:5][C:6](=[O:24])[CH2:7][C:8]1[C:17]([CH3:18])=[C:16]([O:19]C(=O)C)[C:15]2[C:10](=[CH:11][CH:12]=[C:13]([F:23])[CH:14]=2)[CH:9]=1)([CH3:4])([CH3:3])[CH3:2].C[O-].[Na+].Cl. Product: [C:1]([O:5][C:6](=[O:24])[CH2:7][C:8]1[C:17]([CH3:18])=[C:16]([OH:19])[C:15]2[C:10](=[CH:11][CH:12]=[C:13]([F:23])[CH:14]=2)[CH:9]=1)([CH3:4])([CH3:2])[CH3:3]. The catalyst class is: 5. (2) Reactant: O=C1C2C(=CC=CC=2)C(=O)[N:3]1[CH2:12][C@@H:13]([CH3:41])[CH2:14][N:15]1[CH:20]=[C:19]([F:21])[CH:18]=[C:17]([C@H:22]2[CH2:26][CH2:25][CH2:24][N:23]2[C:27]2[CH:32]=[CH:31][N:30]3[N:33]=[CH:34][C:35]([C:36]([O:38][CH3:39])=[O:37])=[C:29]3[N:28]=2)[C:16]1=[O:40].NN. Product: [NH2:3][CH2:12][C@@H:13]([CH3:41])[CH2:14][N:15]1[CH:20]=[C:19]([F:21])[CH:18]=[C:17]([C@H:22]2[CH2:26][CH2:25][CH2:24][N:23]2[C:27]2[CH:32]=[CH:31][N:30]3[N:33]=[CH:34][C:35]([C:36]([O:38][CH3:39])=[O:37])=[C:29]3[N:28]=2)[C:16]1=[O:40]. The catalyst class is: 92. (3) Reactant: [NH2:1][C:2]1[C:3]([NH:19][C@H:20]([CH3:23])[CH2:21][OH:22])=[N:4][C:5]([S:9][CH2:10][C:11]2[CH:16]=[CH:15][CH:14]=[C:13]([F:17])[C:12]=2[F:18])=[N:6][C:7]=1[NH2:8].Cl.N=C[O:27][CH2:28][C:29](OC)=O.C([N:36](CC)C(C)C)(C)C. Product: [NH2:36][C:29]1[C:28](=[O:27])[NH:8][C:7]2[N:6]=[C:5]([S:9][CH2:10][C:11]3[CH:16]=[CH:15][CH:14]=[C:13]([F:17])[C:12]=3[F:18])[N:4]=[C:3]([NH:19][C@H:20]([CH3:23])[CH2:21][OH:22])[C:2]=2[N:1]=1. The catalyst class is: 8. (4) Reactant: [N:1]([CH2:4][CH:5]([NH:14][C:15]([C:17]1[S:33][C:20]2=[N:21][C:22]3[CH2:23][CH2:24][CH:25]([C:29]([CH3:32])([CH3:31])[CH3:30])[CH2:26][C:27]=3[CH:28]=[C:19]2[CH:18]=1)=[O:16])[C:6]1[CH:11]=[CH:10][C:9]([C:12]#[N:13])=[CH:8][CH:7]=1)=[N+:2]=[N-:3].C([O-])([O-])=[O:35].[K+].[K+].OO.Cl. Product: [N:1]([CH2:4][CH:5]([NH:14][C:15]([C:17]1[S:33][C:20]2=[N:21][C:22]3[CH2:23][CH2:24][CH:25]([C:29]([CH3:30])([CH3:32])[CH3:31])[CH2:26][C:27]=3[CH:28]=[C:19]2[CH:18]=1)=[O:16])[C:6]1[CH:11]=[CH:10][C:9]([C:12](=[O:35])[NH2:13])=[CH:8][CH:7]=1)=[N+:2]=[N-:3]. The catalyst class is: 58.